Dataset: Forward reaction prediction with 1.9M reactions from USPTO patents (1976-2016). Task: Predict the product of the given reaction. (1) Given the reactants Cl.[NH:2]1[CH2:7][CH2:6][CH2:5][C@@H:4]([C:8]([O:10][CH2:11][CH3:12])=[O:9])[CH2:3]1.C(N(CC)CC)C.Cl[C:21]1[N:26]=[C:25]([NH2:27])[C:24]([N+:28]([O-:30])=[O:29])=[CH:23][CH:22]=1.O, predict the reaction product. The product is: [NH2:27][C:25]1[N:26]=[C:21]([N:2]2[CH2:7][CH2:6][CH2:5][C@@H:4]([C:8]([O:10][CH2:11][CH3:12])=[O:9])[CH2:3]2)[CH:22]=[CH:23][C:24]=1[N+:28]([O-:30])=[O:29]. (2) Given the reactants CS(O[CH2:6][CH2:7][CH:8]([C:26]1[CH:31]=[CH:30][C:29]([Cl:32])=[C:28]([F:33])[CH:27]=1)[NH:9][C:10]([N:12]1[CH2:21][CH2:20][C:19]2[CH:18]=[N:17][C:16]([NH:22][CH:23]([CH3:25])[CH3:24])=[N:15][C:14]=2[CH2:13]1)=[O:11])(=O)=O.[CH3:34][NH2:35], predict the reaction product. The product is: [Cl:32][C:29]1[CH:30]=[CH:31][C:26]([CH:8]([NH:9][C:10]([N:12]2[CH2:21][CH2:20][C:19]3[CH:18]=[N:17][C:16]([NH:22][CH:23]([CH3:25])[CH3:24])=[N:15][C:14]=3[CH2:13]2)=[O:11])[CH2:7][CH2:6][NH:35][CH3:34])=[CH:27][C:28]=1[F:33]. (3) Given the reactants [CH2:1]([O:4][C:5]1[CH:6]=[C:7]([CH:17]=[C:18]([O:20][CH3:21])[CH:19]=1)[O:8][C:9]1[CH:16]=[CH:15][C:12]([CH:13]=O)=[CH:11][CH:10]=1)[CH:2]=[CH2:3].[CH3:22][C:23]1[C:29]([N+:30]([O-:32])=[O:31])=[CH:28][CH:27]=[CH:26][C:24]=1[NH2:25], predict the reaction product. The product is: [CH2:1]([O:4][C:5]1[CH:6]=[C:7]([CH:17]=[C:18]([O:20][CH3:21])[CH:19]=1)[O:8][C:9]1[CH:16]=[CH:15][C:12]([CH2:13][NH:25][C:24]2[CH:26]=[CH:27][CH:28]=[C:29]([N+:30]([O-:32])=[O:31])[C:23]=2[CH3:22])=[CH:11][CH:10]=1)[CH:2]=[CH2:3]. (4) Given the reactants [Cl:1][C:2]1[CH:3]=[C:4]([C:9](=[N:21]O)[CH2:10][C:11]2[CH:16]=[CH:15][C:14]([C:17]([F:20])([F:19])[F:18])=[CH:13][N:12]=2)[CH:5]=[CH:6][C:7]=1[F:8].C(OC(C(F)(F)F)=O)(C(F)(F)F)=O.C(N(CC)CC)C.O, predict the reaction product. The product is: [Cl:1][C:2]1[CH:3]=[C:4]([C:9]2[CH:10]=[C:11]3[CH:16]=[CH:15][C:14]([C:17]([F:20])([F:19])[F:18])=[CH:13][N:12]3[N:21]=2)[CH:5]=[CH:6][C:7]=1[F:8].